This data is from Forward reaction prediction with 1.9M reactions from USPTO patents (1976-2016). The task is: Predict the product of the given reaction. (1) Given the reactants [OH:1][C@H:2]([C:13]1[CH:22]=[CH:21][C:16]2[C:17](=[O:20])[O:18][CH2:19][C:15]=2[C:14]=1[CH3:23])[CH2:3][N:4]1[CH:9]2[CH2:10][NH:11][CH2:12][CH:5]1[CH2:6][O:7][CH2:8]2.[CH3:24][C@@H:25]1[CH2:34][C:33]2[C:28](=[CH:29][CH:30]=[C:31]([CH2:35][CH:36]=O)[CH:32]=2)[C:27](=[O:38])[O:26]1.C(O[BH-](OC(=O)C)OC(=O)C)(=O)C.[Na+], predict the reaction product. The product is: [OH:1][C@H:2]([C:13]1[C:14]([CH3:23])=[C:15]2[C:16](=[CH:21][CH:22]=1)[C:17](=[O:20])[O:18][CH2:19]2)[CH2:3][N:4]1[CH:9]2[CH2:10][N:11]([CH2:36][CH2:35][C:31]3[CH:32]=[C:33]4[C:28](=[CH:29][CH:30]=3)[C:27](=[O:38])[O:26][C@H:25]([CH3:24])[CH2:34]4)[CH2:12][CH:5]1[CH2:6][O:7][CH2:8]2. (2) Given the reactants [F:1][C:2]1[CH:9]=[C:8]([O:10][CH3:11])[CH:7]=[CH:6][C:3]=1[CH:4]=O.[NH2:12][C:13]1[CH:21]=[C:20]([O:22][CH3:23])[CH:19]=[C:18]([O:24][CH3:25])[C:14]=1[C:15]([NH2:17])=[O:16].OS([O-])=O.[Na+].O.C1(C)C=CC(S(O)(=O)=O)=CC=1, predict the reaction product. The product is: [F:1][C:2]1[CH:9]=[C:8]([O:10][CH3:11])[CH:7]=[CH:6][C:3]=1[C:4]1[NH:17][C:15](=[O:16])[C:14]2[C:13](=[CH:21][C:20]([O:22][CH3:23])=[CH:19][C:18]=2[O:24][CH3:25])[N:12]=1. (3) Given the reactants [F:1][C:2]1[C:7]([NH2:8])=[CH:6][CH:5]=[C:4]([F:9])[C:3]=1[NH:10][C:11]1[C:16]([C:17]2[N:25]=[CH:24][N:23]=[C:22]3[C:18]=2[N:19]=[CH:20][N:21]3[CH:26]2[CH2:31][CH2:30][CH2:29][CH2:28][O:27]2)=[CH:15][CH:14]=[CH:13][N:12]=1.[O:32]1[CH:36]=[CH:35][C:34]([S:37](Cl)(=[O:39])=[O:38])=[CH:33]1.N1C=CC=CC=1, predict the reaction product. The product is: [F:1][C:2]1[C:3]([NH:10][C:11]2[C:16]([C:17]3[N:25]=[CH:24][N:23]=[C:22]4[C:18]=3[N:19]=[CH:20][N:21]4[CH:26]3[CH2:31][CH2:30][CH2:29][CH2:28][O:27]3)=[CH:15][CH:14]=[CH:13][N:12]=2)=[C:4]([F:9])[CH:5]=[CH:6][C:7]=1[NH:8][S:37]([C:34]1[CH:35]=[CH:36][O:32][CH:33]=1)(=[O:39])=[O:38].